From a dataset of Catalyst prediction with 721,799 reactions and 888 catalyst types from USPTO. Predict which catalyst facilitates the given reaction. (1) Reactant: [CH2:1]([N:13]1[C:21]2[C:16]3[C:17](=[C:22]([C:25]4[C:26]5[C:27]6[C:31](=[CH:32][CH:33]=4)[N:30]([CH2:34][CH2:35][CH2:36][CH2:37][CH2:38][CH2:39][CH2:40][CH2:41][CH2:42][CH2:43][CH2:44][CH3:45])[C:29](=[O:46])[C:28]=6[CH:47]=[CH:48][CH:49]=5)[CH:23]=[CH:24][C:15]=3[C:14]1=[O:50])[CH:18]=[CH:19][CH:20]=2)[CH2:2][CH2:3][CH2:4][CH2:5][CH2:6][CH2:7][CH2:8][CH2:9][CH2:10][CH2:11][CH3:12].C(Cl)(Cl)Cl.[Br:55]Br. Product: [CH2:1]([N:13]1[C:21]2[C:16]3[C:17](=[C:22]([C:25]4[C:26]5[C:27]6[C:31](=[CH:32][CH:33]=4)[N:30]([CH2:34][CH2:35][CH2:36][CH2:37][CH2:38][CH2:39][CH2:40][CH2:41][CH2:42][CH2:43][CH2:44][CH3:45])[C:29](=[O:46])[C:28]=6[CH:47]=[CH:48][CH:49]=5)[CH:23]=[CH:24][C:15]=3[C:14]1=[O:50])[C:18]([Br:55])=[CH:19][CH:20]=2)[CH2:2][CH2:3][CH2:4][CH2:5][CH2:6][CH2:7][CH2:8][CH2:9][CH2:10][CH2:11][CH3:12]. The catalyst class is: 6. (2) Product: [CH2:1]([O:3]/[CH:4]=[CH:5]/[C:6]1[C:11]([C:12]([NH:27][OH:28])=[O:13])=[N:10][CH:9]=[C:8]2[N:16]([CH2:19][C:20]3[CH:25]=[CH:24][C:23]([F:26])=[CH:22][CH:21]=3)[CH:17]=[CH:18][C:7]=12)[CH3:2]. Reactant: [CH2:1]([O:3]/[CH:4]=[CH:5]/[C:6]1[C:11]([C:12](OC)=[O:13])=[N:10][CH:9]=[C:8]2[N:16]([CH2:19][C:20]3[CH:25]=[CH:24][C:23]([F:26])=[CH:22][CH:21]=3)[CH:17]=[CH:18][C:7]=12)[CH3:2].[NH2:27][OH:28].[OH-].[Na+].Cl. The catalyst class is: 5. (3) Reactant: [CH2:1](CN)[C:2]1[CH:7]=[CH:6][CH:5]=[CH:4][CH:3]=1.[CH:10]([N:13](C(C)C)CC)(C)C.Cl.Cl[CH2:21][C:22]([NH2:24])=[NH:23].[C:25]([C:29]1[CH:44]=[CH:43][CH:42]=[CH:41][C:30]=1[O:31][C:32]1[C:37]([N:38]=[C:39]=[S:40])=[CH:36][CH:35]=[CH:34][N:33]=1)([CH3:28])([CH3:27])[CH3:26].CCOC(/N=N/C(OCC)=O)=O. Product: [CH2:1]([N:13]([CH2:21][C:22]1[N:24]=[C:39]([NH:38][C:37]2[C:32]([O:31][C:30]3[CH:41]=[CH:42][CH:43]=[CH:44][C:29]=3[C:25]([CH3:28])([CH3:26])[CH3:27])=[N:33][CH:34]=[CH:35][CH:36]=2)[S:40][N:23]=1)[CH3:10])[C:2]1[CH:3]=[CH:4][CH:5]=[CH:6][CH:7]=1. The catalyst class is: 3. (4) Reactant: C1COCC1.C(O[C:9](=O)[C:10]([O:12]CC)=[O:11])C.[CH:16]1([C:21](=O)[CH3:22])[CH2:20][CH2:19][CH2:18][CH2:17]1.C([CH2:26][C:27]([NH2:29])=[O:28])#N. Product: [CH:16]1([C:21]2[CH:22]=[C:9]([CH:26]=[C:27]([OH:28])[N:29]=2)[C:10]([OH:12])=[O:11])[CH2:20][CH2:19][CH2:18][CH2:17]1. The catalyst class is: 6. (5) Reactant: [C:1](Cl)(=[O:3])[CH3:2].[CH2:5]([C:7]1[CH:13]=[CH:12][CH:11]=[CH:10][C:8]=1[NH2:9])[CH3:6].CCN(CC)CC.C(Cl)Cl. Product: [CH2:5]([C:7]1[CH:13]=[CH:12][CH:11]=[CH:10][C:8]=1[NH:9][C:1](=[O:3])[CH3:2])[CH3:6]. The catalyst class is: 6. (6) Reactant: [C:1]([O:5][C:6]([NH:8][CH2:9][C:10]1[N:11]([CH2:31][CH:32]([CH3:34])[CH3:33])[C:12](=[O:30])[C:13]2[C:18]([C:19]=1[C:20]1[CH:25]=[CH:24][CH:23]=[CH:22][C:21]=1[F:26])=[CH:17][C:16]([C:27]([NH2:29])=O)=[CH:15][CH:14]=2)=[O:7])([CH3:4])([CH3:3])[CH3:2].N1C(Cl)=NC(Cl)=NC=1Cl.CN(C)C=O. Product: [C:27]([C:16]1[CH:17]=[C:18]2[C:13](=[CH:14][CH:15]=1)[C:12](=[O:30])[N:11]([CH2:31][CH:32]([CH3:34])[CH3:33])[C:10]([CH2:9][NH:8][C:6](=[O:7])[O:5][C:1]([CH3:3])([CH3:2])[CH3:4])=[C:19]2[C:20]1[CH:25]=[CH:24][CH:23]=[CH:22][C:21]=1[F:26])#[N:29]. The catalyst class is: 6. (7) Reactant: [Br:1]Br.[C:3](=[O:20])([O:9][C:10]1[CH:19]=[C:18]2[C:13]([CH:14]=[CH:15][CH:16]=[N:17]2)=[CH:12][CH:11]=1)[O:4][C:5]([CH3:8])([CH3:7])[CH3:6].N1C=CC=CC=1. Product: [C:3](=[O:20])([O:4][C:5]([CH3:8])([CH3:7])[CH3:6])[O:9][C:10]1[CH:19]=[C:18]2[C:13]([CH:14]=[C:15]([Br:1])[CH:16]=[N:17]2)=[CH:12][CH:11]=1. The catalyst class is: 53. (8) Reactant: [Cl:1][C:2]1[CH:3]=[C:4]([C:12]2[O:16][N:15]=[C:14]([C:17]3[CH:25]=[CH:24][CH:23]=[C:22]4[C:18]=3[CH:19]=[N:20][N:21]4[CH2:26][CH2:27][CH2:28][C:29]([O:31]CC)=[O:30])[N:13]=2)[CH:5]=[CH:6][C:7]=1[O:8][CH:9]([CH3:11])[CH3:10].[OH-].[Na+]. Product: [Cl:1][C:2]1[CH:3]=[C:4]([C:12]2[O:16][N:15]=[C:14]([C:17]3[CH:25]=[CH:24][CH:23]=[C:22]4[C:18]=3[CH:19]=[N:20][N:21]4[CH2:26][CH2:27][CH2:28][C:29]([OH:31])=[O:30])[N:13]=2)[CH:5]=[CH:6][C:7]=1[O:8][CH:9]([CH3:11])[CH3:10]. The catalyst class is: 8.